Dataset: Catalyst prediction with 721,799 reactions and 888 catalyst types from USPTO. Task: Predict which catalyst facilitates the given reaction. (1) Reactant: [CH2:1]([N:8]1[CH2:13][CH2:12][N:11]([C:14]2[C:15]3[S:31][CH:30]=[CH:29][C:16]=3[N:17](S(C3C=CC(C)=CC=3)(=O)=O)[N:18]=2)[CH2:10][CH2:9]1)[C:2]1[CH:7]=[CH:6][CH:5]=[CH:4][CH:3]=1. Product: [CH2:1]([N:8]1[CH2:13][CH2:12][N:11]([C:14]2[C:15]3[S:31][CH:30]=[CH:29][C:16]=3[NH:17][N:18]=2)[CH2:10][CH2:9]1)[C:2]1[CH:3]=[CH:4][CH:5]=[CH:6][CH:7]=1. The catalyst class is: 5. (2) Reactant: [NH2:1][C:2]1[CH:3]=[CH:4][C:5]([Cl:8])=[N:6][CH:7]=1.[C:9](O[C:9]([O:11][C:12]([CH3:15])([CH3:14])[CH3:13])=[O:10])([O:11][C:12]([CH3:15])([CH3:14])[CH3:13])=[O:10]. Product: [C:12]([O:11][C:9](=[O:10])[NH:1][C:2]1[CH:7]=[N:6][C:5]([Cl:8])=[CH:4][CH:3]=1)([CH3:15])([CH3:14])[CH3:13]. The catalyst class is: 12. (3) Reactant: C[O:2][C:3]([C:5]1(OC)[O:9][N:8]=[C:7]([C:10]2[CH:15]=[CH:14][C:13]([C:16]#[N:17])=[C:12]([F:18])[CH:11]=2)[CH2:6]1)=[O:4].[OH-].[Na+]. Product: [C:16]([C:13]1[CH:14]=[CH:15][C:10]([C:7]2[CH:6]=[C:5]([C:3]([OH:4])=[O:2])[O:9][N:8]=2)=[CH:11][C:12]=1[F:18])#[N:17]. The catalyst class is: 7. (4) Reactant: [CH2:1]([OH:11])[C@H:2]([C@@H:4]([C@@H:6]([C@H:8]([CH3:10])[OH:9])[OH:7])[OH:5])[OH:3].O=C[C@H]([C@@H]([C@@H]([C@H](C)O)O)O)O.[BH4-].[Na+]. Product: [CH2:1]([OH:11])[C@H:2]([C@@H:4]([C@@H:6]([C@H:8]([CH3:10])[OH:9])[OH:7])[OH:5])[OH:3]. The catalyst class is: 6.